From a dataset of NCI-60 drug combinations with 297,098 pairs across 59 cell lines. Regression. Given two drug SMILES strings and cell line genomic features, predict the synergy score measuring deviation from expected non-interaction effect. (1) Drug 2: CCC1(CC2CC(C3=C(CCN(C2)C1)C4=CC=CC=C4N3)(C5=C(C=C6C(=C5)C78CCN9C7C(C=CC9)(C(C(C8N6C=O)(C(=O)OC)O)OC(=O)C)CC)OC)C(=O)OC)O.OS(=O)(=O)O. Drug 1: CC1C(C(=O)NC(C(=O)N2CCCC2C(=O)N(CC(=O)N(C(C(=O)O1)C(C)C)C)C)C(C)C)NC(=O)C3=C4C(=C(C=C3)C)OC5=C(C(=O)C(=C(C5=N4)C(=O)NC6C(OC(=O)C(N(C(=O)CN(C(=O)C7CCCN7C(=O)C(NC6=O)C(C)C)C)C)C(C)C)C)N)C. Cell line: ACHN. Synergy scores: CSS=6.67, Synergy_ZIP=0.616, Synergy_Bliss=2.53, Synergy_Loewe=-11.2, Synergy_HSA=1.04. (2) Drug 1: C1=C(C(=O)NC(=O)N1)F. Drug 2: CCC1(CC2CC(C3=C(CCN(C2)C1)C4=CC=CC=C4N3)(C5=C(C=C6C(=C5)C78CCN9C7C(C=CC9)(C(C(C8N6C=O)(C(=O)OC)O)OC(=O)C)CC)OC)C(=O)OC)O.OS(=O)(=O)O. Cell line: SK-MEL-2. Synergy scores: CSS=47.9, Synergy_ZIP=-2.83, Synergy_Bliss=-4.33, Synergy_Loewe=-4.57, Synergy_HSA=-1.52. (3) Drug 1: CC=C1C(=O)NC(C(=O)OC2CC(=O)NC(C(=O)NC(CSSCCC=C2)C(=O)N1)C(C)C)C(C)C. Drug 2: CCC1(C2=C(COC1=O)C(=O)N3CC4=CC5=C(C=CC(=C5CN(C)C)O)N=C4C3=C2)O.Cl. Cell line: EKVX. Synergy scores: CSS=14.3, Synergy_ZIP=-7.96, Synergy_Bliss=-4.10, Synergy_Loewe=-6.54, Synergy_HSA=-3.97. (4) Drug 1: C1=CC(=CC=C1C#N)C(C2=CC=C(C=C2)C#N)N3C=NC=N3. Drug 2: C#CCC(CC1=CN=C2C(=N1)C(=NC(=N2)N)N)C3=CC=C(C=C3)C(=O)NC(CCC(=O)O)C(=O)O. Cell line: COLO 205. Synergy scores: CSS=56.9, Synergy_ZIP=5.74, Synergy_Bliss=1.43, Synergy_Loewe=-15.2, Synergy_HSA=0.629. (5) Drug 1: CN(C)N=NC1=C(NC=N1)C(=O)N. Drug 2: CCC1=C2CN3C(=CC4=C(C3=O)COC(=O)C4(CC)O)C2=NC5=C1C=C(C=C5)O. Cell line: A498. Synergy scores: CSS=20.1, Synergy_ZIP=-8.27, Synergy_Bliss=-2.36, Synergy_Loewe=-20.8, Synergy_HSA=-2.61. (6) Drug 1: C1=CN(C=N1)CC(O)(P(=O)(O)O)P(=O)(O)O. Drug 2: C1CC(=O)NC(=O)C1N2C(=O)C3=CC=CC=C3C2=O. Cell line: SF-295. Synergy scores: CSS=-4.08, Synergy_ZIP=2.55, Synergy_Bliss=3.31, Synergy_Loewe=-0.305, Synergy_HSA=-0.618. (7) Drug 1: CCC1=CC2CC(C3=C(CN(C2)C1)C4=CC=CC=C4N3)(C5=C(C=C6C(=C5)C78CCN9C7C(C=CC9)(C(C(C8N6C)(C(=O)OC)O)OC(=O)C)CC)OC)C(=O)OC.C(C(C(=O)O)O)(C(=O)O)O. Drug 2: CC1=C2C(C(=O)C3(C(CC4C(C3C(C(C2(C)C)(CC1OC(=O)C(C(C5=CC=CC=C5)NC(=O)C6=CC=CC=C6)O)O)OC(=O)C7=CC=CC=C7)(CO4)OC(=O)C)O)C)OC(=O)C. Cell line: TK-10. Synergy scores: CSS=23.6, Synergy_ZIP=-6.75, Synergy_Bliss=1.99, Synergy_Loewe=3.26, Synergy_HSA=3.10.